This data is from Experimentally validated miRNA-target interactions with 360,000+ pairs, plus equal number of negative samples. The task is: Binary Classification. Given a miRNA mature sequence and a target amino acid sequence, predict their likelihood of interaction. (1) Result: 0 (no interaction). The miRNA is hsa-miR-4793-3p with sequence UCUGCACUGUGAGUUGGCUGGCU. The protein sequence of the target gene is MEYPAPATVQAADGGAAGPYSSSELLEGQEPDGVRFDRERARRLWEAVSGAQPVGREEVEHMIQKNQCLFTNTQCKVCCALLISESQKLAHYQSKKHANKVKRYLAIHGMETLKGETKKLDSDQKSSRSKDKNQCCPICNMTFSSPVVAQSHYLGKTHAKNLKLKQQSTKVEALHQNREMIDPDKFCSLCHATFNDPVMAQQHYVGKKHRKQETKLKLMARYGRLADPAVTDFPAGKGYPCKTCKIVLNSIEQYQAHVSGFKHKNQSPKTVASSLGQIPMQRQPIQKDSTTLED. (2) The miRNA is hsa-miR-6500-3p with sequence ACACUUGUUGGGAUGACCUGC. The protein sequence of the target gene is MVAWRSAFLVCLAFSLATLVQRGSGDFDDFNLEDAVKETSSVKQPWDHTTTTTTNRPGTTRAPAKPPGSGLDLADALDDQDDGRRKPGIGGRERWNHVTTTTKRPVTTRAPANTLGNDFDLADALDDRNDRDDGRRKPIAGGGGFSDKDLEDIVGGGEYKPDKGKGDGRYGSNDDPGSGMVAEPGTIAGVASALAMALIGAVSSYISYQQKKFCFSIQQGLNADYVKGENLEAVVCEEPQVKYSTLHTQSAEPPPPPEPARI. Result: 0 (no interaction). (3) The miRNA is hsa-miR-6777-3p with sequence UCCACUCUCCUGGCCCCCAG. The protein sequence of the target gene is MLDLNLKIFSSYNEDQDRKVPLMISTTGEEESNSSSSSTTDSAARDAFIAFGILKRDDDLVPPPPPPPHKETGDLFPVVADARRNIEFSVEDSHWLNLSSLQRNTQKMVKKSRRGPRSRSSQYRGVTFYRRTGRWESHIWDCGKQVYLGGFDTAYAAARAYDRAAIKFRGLDADINFVVDDYRHDIDKMKNLNKVEFVQTLRRESASFGRGSSKYKGLALQKCTQFKTHDQIHLFQNRGWDAAAIKYNELGKGEGAMKFGAHIKGNGHNDLELSLGISSSSESIKLTTGDYYKGINRSTM.... Result: 0 (no interaction). (4) The miRNA is hsa-miR-6721-5p with sequence UGGGCAGGGGCUUAUUGUAGGAG. The protein sequence of the target gene is MCELYSKRDTLGLRKKHIGPSCKVFFASDPIKIVRAQRQYMFDENGEQYLDCINNVAHVGHCHPGVVKAALKQMELLNTNSRFLHDNIVEYAKRLSATLPEKLSVCYFTNSGSEANDLALRLARQFRGHQDVITLDHAYHGHLSSLIEISPYKFQKGKDVKKEFVHVAPTPDTYRGKYREDHADSASAYADEVKKIIEDAHNSGRKIAAFIAESMQSCGGQIIPPAGYFQKVAEYVHGAGGVFIADEVQVGFGRVGKHFWSFQMYGEDFVPDIVTMGKPMGNGHPVACVVTTKEIAEAFS.... Result: 0 (no interaction). (5) The miRNA is hsa-miR-548g-5p with sequence UGCAAAAGUAAUUGCAGUUUUUG. The protein sequence of the target gene is MRLIPSRLSYLFLHLFAFCYYAQVTIQSPPNFTQHVSEQSKVTDRVSRRLIRTYQLYSRTSGKHVQVLANKKINAMAEDGDVHAKLIVETDTFGSRVRIKGAETGFYICMNRRGKLIGKKNGLGKDCIFTEIVLENNYTALQNVKYEGWYMAFTRKGRPRKGSKTRQHQREVHFMKRLPKGHQIAEHRPFDFINYPFNRRTKRTRYSGER. Result: 0 (no interaction). (6) The miRNA is hsa-miR-6514-5p with sequence UAUGGAGUGGACUUUCAGCUGGC. The protein sequence of the target gene is MSRWLWPWSNCVKERVCRYLLHHYLGHFFQEHLSLDQLSLDLYKGSVALRDIHLEIWSVNEVLESMESPLELVEGFVGSIEVAVPWAALLTDHCTVRVSGLQLTLQPRRGPAPGAADSQSWASCMTTSLQLAQECLRDGLPEPSEPPQPLEGLEMFAQTIETVLRRIKVTFLDTVVRVEHSPGDGERGVAVEVRVQRLEYCDEAVRDPSQAPPVDVHQPPAFLHKLLQLAGVRLHYEELPAQEEPPEPPLQIGSCSGYMELMVKLKQNEAFPGPKLEVAGQLGSLHLLLTPRQLQQLQEL.... Result: 1 (interaction).